This data is from Full USPTO retrosynthesis dataset with 1.9M reactions from patents (1976-2016). The task is: Predict the reactants needed to synthesize the given product. (1) Given the product [F:10][C:11]1[CH:12]=[CH:13][C:14]([C:17]2[CH:22]=[CH:21][C:20](/[C:23](/[CH3:30])=[CH:24]/[CH2:25][OH:26])=[CH:19][CH:18]=2)=[CH:15][CH:16]=1, predict the reactants needed to synthesize it. The reactants are: CC(C[AlH]CC(C)C)C.[F:10][C:11]1[CH:16]=[CH:15][C:14]([C:17]2[CH:22]=[CH:21][C:20](/[C:23](/[CH3:30])=[CH:24]/[C:25](OCC)=[O:26])=[CH:19][CH:18]=2)=[CH:13][CH:12]=1. (2) Given the product [Br:24][C:16]1[CH:15]=[C:14]([C:12]2[CH:11]=[CH:10][N:9]=[C:8]([N:5]3[CH2:6][CH2:7][N:2]([CH3:1])[CH2:3][CH2:4]3)[CH:13]=2)[N:22]2[C:17]=1[C:18]([NH2:23])=[N:19][CH:20]=[N:21]2, predict the reactants needed to synthesize it. The reactants are: [CH3:1][N:2]1[CH2:7][CH2:6][N:5]([C:8]2[CH:13]=[C:12]([C:14]3[N:22]4[C:17]([C:18]([NH2:23])=[N:19][CH:20]=[N:21]4)=[CH:16][CH:15]=3)[CH:11]=[CH:10][N:9]=2)[CH2:4][CH2:3]1.[Br:24]N1C(C)(C)C(=O)N(Br)C1=O. (3) Given the product [CH3:13][O:14][CH2:15][CH2:16][CH2:17][CH2:18][CH2:19][CH2:20][CH2:21][CH2:22][CH2:23][CH2:24][CH2:25][CH2:26][N:27]=[C:2]=[O:4], predict the reactants needed to synthesize it. The reactants are: Cl[C:2](Cl)([O:4]C(=O)OC(Cl)(Cl)Cl)Cl.[CH3:13][O:14][CH2:15][CH2:16][CH2:17][CH2:18][CH2:19][CH2:20][CH2:21][CH2:22][CH2:23][CH2:24][CH2:25][CH2:26][NH2:27].CCN(C(C)C)C(C)C. (4) Given the product [Cl:58][C:57]1[C:48]([NH:69][C:59]2[C:68]3[C:63](=[CH:64][CH:65]=[CH:66][CH:67]=3)[CH:62]=[CH:61][CH:60]=2)=[N:49][C:50]2[C:55]([N:56]=1)=[CH:54][CH:53]=[CH:52][CH:51]=2, predict the reactants needed to synthesize it. The reactants are: C1C=CC(P(C2C(C3C(P(C4C=CC=CC=4)C4C=CC=CC=4)=CC=C4C=3C=CC=C4)=C3C(C=CC=C3)=CC=2)C2C=CC=CC=2)=CC=1.Cl[C:48]1[C:57]([Cl:58])=[N:56][C:55]2[C:50](=[CH:51][CH:52]=[CH:53][CH:54]=2)[N:49]=1.[C:59]1([NH2:69])[C:68]2[C:63](=[CH:64][CH:65]=[CH:66][CH:67]=2)[CH:62]=[CH:61][CH:60]=1.CC(C)([O-])C.[K+]. (5) Given the product [Cl:39][C:36]1[CH:37]=[CH:38][C:33]([CH:8]([C:5]2[CH:6]=[CH:7][C:2]([Cl:1])=[CH:3][CH:4]=2)[N:9]2[CH2:12][C:11](=[C:13]([C:18]3[CH:23]=[CH:22][CH:21]=[C:20]([NH:24][CH3:25])[CH:19]=3)[S:14]([CH3:17])(=[O:16])=[O:15])[CH2:10]2)=[CH:34][CH:35]=1, predict the reactants needed to synthesize it. The reactants are: [Cl:1][C:2]1[CH:7]=[CH:6][C:5]([CH:8]([C:33]2[CH:38]=[CH:37][C:36]([Cl:39])=[CH:35][CH:34]=2)[N:9]2[CH2:12][C:11](=[C:13]([C:18]3[CH:23]=[CH:22][CH:21]=[C:20]([N:24](C(OC(C)(C)C)=O)[CH3:25])[CH:19]=3)[S:14]([CH3:17])(=[O:16])=[O:15])[CH2:10]2)=[CH:4][CH:3]=1. (6) Given the product [OH:16][C:8]12[CH2:14][CH:12]3[CH2:11][CH:10]([CH2:15][C:6]([C:2](=[O:22])[C:3]([OH:5])=[O:4])([CH2:13]3)[CH2:7]1)[CH2:9]2, predict the reactants needed to synthesize it. The reactants are: Cl[C:2](Cl)([C:6]12[CH2:15][CH:10]3[CH2:11][CH:12]([CH2:14][C:8]([OH:16])([CH2:9]3)[CH2:7]1)[CH2:13]2)[C:3]([OH:5])=[O:4].[OH-].[Na+].[Na].C([O-])(O)=[O:22].[Na+].C(=O)=O.Cl.